Dataset: Catalyst prediction with 721,799 reactions and 888 catalyst types from USPTO. Task: Predict which catalyst facilitates the given reaction. (1) Reactant: OC1C=CC=CC=1/C=[N:5]\[C@@H:6]1[C:13](=[O:14])[N:12]2[C@@H:7]1[S:8][CH2:9][C:10]([CH2:27][S:28][C:29]1[N:30]([CH3:37])[NH:31][C:32](=[O:36])[C:33](=[O:35])[N:34]=1)=[C:11]2[C:15]([O:17]CC1C=CC(OC)=CC=1)=[O:16].O.CS(O[C:48](=[O:59])/[C:49](/[C:53]1[N:54]=[C:55]([NH2:58])[S:56][CH:57]=1)=[N:50]\[O:51][CH3:52])(=O)=O.ClCCl. Product: [NH2:58][C:55]1[S:56][CH:57]=[C:53](/[C:49](=[N:50]/[O:51][CH3:52])/[C:48]([NH:5][C@@H:6]2[C:13](=[O:14])[N:12]3[C@@H:7]2[S:8][CH2:9][C:10]([CH2:27][S:28][C:29]2[N:30]([CH3:37])[NH:31][C:32](=[O:36])[C:33](=[O:35])[N:34]=2)=[C:11]3[C:15]([OH:17])=[O:16])=[O:59])[N:54]=1. The catalyst class is: 282. (2) Reactant: [CH3:1][CH:2]([CH3:22])[C@@H:3]([N:8]1[CH:17]=[CH:16][C:15]2[C:10](=[CH:11][CH:12]=[CH:13][C:14]=2[N+:18]([O-])=O)[C:9]1=[O:21])[C:4]([NH:6][CH3:7])=[O:5].CO. Product: [NH2:18][C:14]1[CH:13]=[CH:12][CH:11]=[C:10]2[C:15]=1[CH:16]=[CH:17][N:8]([C@H:3]([CH:2]([CH3:22])[CH3:1])[C:4]([NH:6][CH3:7])=[O:5])[C:9]2=[O:21]. The catalyst class is: 45. (3) Reactant: C(O[BH-](OC(=O)C)OC(=O)C)(=O)C.[Na+].[C:15]([O:19][C:20]([N:22]1[CH2:27][CH2:26][CH:25]([NH:28][CH2:29][C:30]2[S:34][C:33]([CH3:35])=[N:32][C:31]=2[CH3:36])[CH2:24][CH2:23]1)=[O:21])([CH3:18])([CH3:17])[CH3:16].[CH:37]1([CH:40]=O)[CH2:39][CH2:38]1.C(O)(=O)C.[OH-].[Na+]. Product: [C:15]([O:19][C:20]([N:22]1[CH2:23][CH2:24][CH:25]([NH:28][CH:29]([CH2:40][CH:37]2[CH2:39][CH2:38]2)[C:30]2[S:34][C:33]([CH3:35])=[N:32][C:31]=2[CH3:36])[CH2:26][CH2:27]1)=[O:21])([CH3:18])([CH3:17])[CH3:16]. The catalyst class is: 26. (4) Reactant: C(N(CC)CC)C.[CH:8]([C:10]1[C:18]2[C:13](=[CH:14][CH:15]=[CH:16][CH:17]=2)[N:12](C(OC(C)(C)C)=O)[CH:11]=1)=[O:9].[CH3:26][O:27][C:28]1[CH:29]=[C:30]([CH:41]=[CH:42][CH:43]=1)[N:31]=[CH:32][C:33]1[CH:34]=[N:35][C:36]([O:39][CH3:40])=[N:37][CH:38]=1. Product: [NH:12]1[C:13]2[C:18](=[CH:17][CH:16]=[CH:15][CH:14]=2)[C:10]([C:8](=[O:9])[CH:32]([NH:31][C:30]2[CH:41]=[CH:42][CH:43]=[C:28]([O:27][CH3:26])[CH:29]=2)[C:33]2[CH:34]=[N:35][C:36]([O:39][CH3:40])=[N:37][CH:38]=2)=[CH:11]1. The catalyst class is: 433. (5) Reactant: Cl[C:2]1[C:7]([CH:8]=O)=[CH:6][N:5]=[C:4]2[NH:10][CH:11]=[CH:12][C:3]=12.Cl.[CH:14]1([NH:20][NH2:21])[CH2:19][CH2:18][CH2:17][CH2:16][CH2:15]1.CCN(C(C)C)C(C)C. Product: [CH:14]1([N:20]2[C:2]3=[C:3]4[CH:12]=[CH:11][NH:10][C:4]4=[N:5][CH:6]=[C:7]3[CH:8]=[N:21]2)[CH2:19][CH2:18][CH2:17][CH2:16][CH2:15]1. The catalyst class is: 218. (6) Reactant: [CH2:1]([S:8]([NH:11][C:12]([CH:14]1[CH2:19][CH2:18][N:17]([C:20]2[C:30]([C:31]#[N:32])=[CH:29][C:23]([C:24]([O:26][CH2:27][CH3:28])=[O:25])=[C:22]([CH2:33]Cl)[N:21]=2)[CH2:16][CH2:15]1)=[O:13])(=[O:10])=[O:9])[C:2]1[CH:7]=[CH:6][CH:5]=[CH:4][CH:3]=1.[C:35]([OH:38])(=[O:37])[CH3:36].[I-].[Na+]. Product: [C:35]([O:38][CH2:33][C:22]1[N:21]=[C:20]([N:17]2[CH2:18][CH2:19][CH:14]([C:12](=[O:13])[NH:11][S:8]([CH2:1][C:2]3[CH:7]=[CH:6][CH:5]=[CH:4][CH:3]=3)(=[O:10])=[O:9])[CH2:15][CH2:16]2)[C:30]([C:31]#[N:32])=[CH:29][C:23]=1[C:24]([O:26][CH2:27][CH3:28])=[O:25])(=[O:37])[CH3:36]. The catalyst class is: 21. (7) Reactant: C(N(CC)CC)C.[CH3:8][O:9][CH2:10][CH2:11][S:12]([NH:15][C:16]1[CH:17]=[C:18]2[C:23](=[CH:24][CH:25]=1)[CH2:22][NH:21][CH2:20][CH2:19]2)(=[O:14])=[O:13].[N:26]1[CH:31]=[CH:30][CH:29]=[C:28]([O:32][CH2:33][C:34](O)=[O:35])[CH:27]=1.F[P-](F)(F)(F)(F)F.N1(OC(N(C)C)=[N+](C)C)C2N=CC=CC=2N=N1. Product: [CH3:8][O:9][CH2:10][CH2:11][S:12]([NH:15][C:16]1[CH:17]=[C:18]2[C:23](=[CH:24][CH:25]=1)[CH2:22][N:21]([C:34](=[O:35])[CH2:33][O:32][C:28]1[CH:27]=[N:26][CH:31]=[CH:30][CH:29]=1)[CH2:20][CH2:19]2)(=[O:14])=[O:13]. The catalyst class is: 9. (8) Reactant: [F:1][C:2]1[C:7]([O:8][CH2:9][CH2:10][F:11])=[CH:6][C:5]([O:12][CH3:13])=[CH:4][C:3]=1[CH:14]([NH:27][C:28]1[CH:33]=[CH:32][C:31]([C:34]2[N:38]=C(C)O[N:35]=2)=[CH:30][CH:29]=1)[C:15]1[NH:16][C:17](=[O:26])[N:18]([C:20]2[N:25]=[CH:24][CH:23]=[CH:22][N:21]=2)[N:19]=1.O.[C:41]([OH:44])(=[O:43])[CH3:42]. Product: [C:41]([OH:44])(=[O:43])[CH3:42].[F:1][C:2]1[C:7]([O:8][CH2:9][CH2:10][F:11])=[CH:6][C:5]([O:12][CH3:13])=[CH:4][C:3]=1[CH:14]([NH:27][C:28]1[CH:29]=[CH:30][C:31]([C:34]([NH2:38])=[NH:35])=[CH:32][CH:33]=1)[C:15]1[NH:16][C:17](=[O:26])[N:18]([C:20]2[N:21]=[CH:22][CH:23]=[CH:24][N:25]=2)[N:19]=1. The catalyst class is: 415.